Regression/Classification. Given a drug SMILES string, predict its absorption, distribution, metabolism, or excretion properties. Task type varies by dataset: regression for continuous measurements (e.g., permeability, clearance, half-life) or binary classification for categorical outcomes (e.g., BBB penetration, CYP inhibition). Dataset: cyp1a2_veith. From a dataset of CYP1A2 inhibition data for predicting drug metabolism from PubChem BioAssay. (1) The molecule is Cc1ccc(/C=C/c2ccc(=O)n(Cc3ccc(Cl)cc3Cl)n2)cc1. The result is 1 (inhibitor). (2) The molecule is CCOC(=O)C1CCN(c2c(NCc3ccc(C(=O)NCCC(C)C)cc3)c(=O)c2=O)CC1. The result is 0 (non-inhibitor). (3) The molecule is COc1ccc(C(=O)Nc2cccc(-c3cnc4ccccc4n3)c2)cc1. The result is 1 (inhibitor). (4) The compound is CCOC(=O)O[C@]1(C(=O)COC(=O)CC)CC[C@@H]2[C@@H]3CCC4=CC(=O)C=C[C@@]4(C)[C@H]3[C@H](O)C[C@]21C. The result is 0 (non-inhibitor). (5) The molecule is COC(=O)C/C=C\[C@@H](C)[C@@H](/C=N\O[C@@H](C)c1cn([C@H]2COC[C@H]2O)nn1)NS(=O)(=O)c1ccc(C)cc1. The result is 0 (non-inhibitor). (6) The compound is Cc1cc(C)c(C#N)c(SCC(=O)c2ccc(Cl)cc2Cl)n1. The result is 1 (inhibitor). (7) The drug is CCOc1nc(N2CCCCC2)nc(-n2cc(-c3ccccc3)nn2)n1. The result is 1 (inhibitor).